Dataset: Catalyst prediction with 721,799 reactions and 888 catalyst types from USPTO. Task: Predict which catalyst facilitates the given reaction. (1) Reactant: [CH:1]1([C:6]2([CH2:26][CH2:27][C:28]3[CH:33]=[CH:32][C:31]([C@H:34]([NH:36]C(=O)OC(C)(C)C)[CH3:35])=[CH:30][CH:29]=3)[CH2:11][C:10]([OH:12])=[C:9]([CH2:13][C:14]3[N:24]=[C:17]4[N:18]=[C:19]([CH3:23])[CH:20]=[C:21]([CH3:22])[N:16]4[N:15]=3)[C:8](=[O:25])[O:7]2)[CH2:5][CH2:4][CH2:3][CH2:2]1.Cl. Product: [NH2:36][C@@H:34]([C:31]1[CH:30]=[CH:29][C:28]([CH2:27][CH2:26][C:6]2([CH:1]3[CH2:5][CH2:4][CH2:3][CH2:2]3)[O:7][C:8](=[O:25])[C:9]([CH2:13][C:14]3[N:24]=[C:17]4[N:18]=[C:19]([CH3:23])[CH:20]=[C:21]([CH3:22])[N:16]4[N:15]=3)=[C:10]([OH:12])[CH2:11]2)=[CH:33][CH:32]=1)[CH3:35]. The catalyst class is: 12. (2) Reactant: [CH2:1]([O:3][C:4](=[O:18])[CH2:5][O:6][C:7]1[CH:12]=[CH:11][CH:10]=[CH:9][C:8]=1[C:13]#[C:14][CH2:15][O:16][CH3:17])[CH3:2]. Product: [CH2:1]([O:3][C:4](=[O:18])[CH2:5][O:6][C:7]1[CH:12]=[CH:11][CH:10]=[CH:9][C:8]=1[CH2:13][CH2:14][CH2:15][O:16][CH3:17])[CH3:2]. The catalyst class is: 99. (3) Reactant: [CH:1]([C:4]1[CH:9]=[CH:8][C:7]([S:10]([NH:13][C:14]2[CH:15]=[N:16][C:17]([CH:20]3[CH2:23][N:22]([C:24](=O)[CH2:25][CH3:26])[CH2:21]3)=[CH:18][CH:19]=2)(=[O:12])=[O:11])=[CH:6][CH:5]=1)([CH3:3])[CH3:2]. Product: [CH:1]([C:4]1[CH:9]=[CH:8][C:7]([S:10]([NH:13][C:14]2[CH:15]=[N:16][C:17]([CH:20]3[CH2:23][N:22]([CH2:24][CH2:25][CH3:26])[CH2:21]3)=[CH:18][CH:19]=2)(=[O:11])=[O:12])=[CH:6][CH:5]=1)([CH3:3])[CH3:2]. The catalyst class is: 1.